This data is from Full USPTO retrosynthesis dataset with 1.9M reactions from patents (1976-2016). The task is: Predict the reactants needed to synthesize the given product. (1) Given the product [OH:1][C:2]1[CH:13]=[CH:12][C:5]([C:6]([N:8]([O:10][CH3:11])[CH3:9])=[O:7])=[CH:4][C:3]=1[I:14], predict the reactants needed to synthesize it. The reactants are: [OH:1][C:2]1[CH:13]=[CH:12][C:5]([C:6]([N:8]([O:10][CH3:11])[CH3:9])=[O:7])=[CH:4][CH:3]=1.[I:14]I. (2) Given the product [F:22][C:23]1[CH:28]=[CH:27][C:26]([CH2:29][N:30]2[C:17](=[O:18])[C:16]([C:11]3[NH:10][C:9]4[CH:20]=[CH:21][C:6]([NH:5][S:2]([CH3:1])(=[O:4])=[O:3])=[CH:7][C:8]=4[S:13](=[O:14])(=[O:15])[N:12]=3)=[C:40]([OH:41])[C@H:32]3[C@@H:31]2[CH:39]2[CH:38]4[CH:37]5[CH:33]3[CH:34]2[CH2:35][CH:36]45)=[CH:25][CH:24]=1, predict the reactants needed to synthesize it. The reactants are: [CH3:1][S:2]([NH:5][C:6]1[CH:21]=[CH:20][C:9]2[NH:10][C:11]([CH2:16][C:17](O)=[O:18])=[N:12][S:13](=[O:15])(=[O:14])[C:8]=2[CH:7]=1)(=[O:4])=[O:3].[F:22][C:23]1[CH:28]=[CH:27][C:26]([CH2:29][NH:30][C@H:31]2[CH:39]3[CH:34]4[CH2:35][CH:36]5[CH:38]3[CH:37]5[CH:33]4[C@H:32]2[C:40](OCC)=[O:41])=[CH:25][CH:24]=1.Cl.CN(C)CCCN=C=NCC.Cl.[O-]CC.[Na+].